This data is from Peptide-MHC class II binding affinity with 134,281 pairs from IEDB. The task is: Regression. Given a peptide amino acid sequence and an MHC pseudo amino acid sequence, predict their binding affinity value. This is MHC class II binding data. (1) The peptide sequence is AAKPAAAATATATAA. The MHC is DRB1_0301 with pseudo-sequence DRB1_0301. The binding affinity (normalized) is 0. (2) The peptide sequence is EKKYFGATQFEPLAA. The MHC is HLA-DQA10501-DQB10201 with pseudo-sequence HLA-DQA10501-DQB10201. The binding affinity (normalized) is 0.379. (3) The peptide sequence is GRVTLVLLAVVPVAL. The MHC is DRB1_0701 with pseudo-sequence DRB1_0701. The binding affinity (normalized) is 0.222. (4) The peptide sequence is AFKVAATAANIAPAN. The MHC is DRB1_0901 with pseudo-sequence DRB1_0901. The binding affinity (normalized) is 0.645. (5) The peptide sequence is WLDAKSTWYGKPTAA. The MHC is HLA-DPA10103-DPB10301 with pseudo-sequence HLA-DPA10103-DPB10301. The binding affinity (normalized) is 0. (6) The peptide sequence is MFFVKNPTDTGHGTV. The MHC is DRB3_0101 with pseudo-sequence DRB3_0101. The binding affinity (normalized) is 0.452.